This data is from Full USPTO retrosynthesis dataset with 1.9M reactions from patents (1976-2016). The task is: Predict the reactants needed to synthesize the given product. (1) Given the product [CH3:1][O:2][C:3]1[N:8]=[C:7]2[NH:9][C:10](=[O:13])[CH:11]=[CH:12][C:6]2=[N:5][CH:4]=1, predict the reactants needed to synthesize it. The reactants are: [CH3:1][O:2][C:3]1[N:8]=[C:7]2[N:9]=[C:10]([O:13]CC3C=CC(OC)=CC=3)[CH:11]=[CH:12][C:6]2=[N:5][CH:4]=1.[N+]([O-])([O-])=O.[Ce+4].[NH4+].[N+]([O-])([O-])=O.[N+]([O-])([O-])=O.[N+]([O-])([O-])=O.[N+]([O-])([O-])=O.CO.C(Cl)Cl. (2) Given the product [Br:1][C:2]1[CH:11]=[CH:10][C:9]([OH:8])=[C:4]([C:5]([C:6]2[CH:12]=[N:16][N:15]([C:17]3[CH:22]=[CH:21][CH:20]=[CH:19][N:18]=3)[CH:7]=2)=[O:14])[CH:3]=1, predict the reactants needed to synthesize it. The reactants are: [Br:1][C:2]1[CH:3]=[C:4]2[C:9](=[CH:10][CH:11]=1)[O:8][CH:7]=[C:6]([CH:12]=O)[C:5]2=[O:14].[NH:15]([C:17]1[CH:22]=[CH:21][CH:20]=[CH:19][N:18]=1)[NH2:16].[OH-].[K+].Cl. (3) The reactants are: [H-].[Na+].[I:3][C:4]1[CH:5]=[C:6]2[C:10](=[CH:11][CH:12]=1)[NH:9][C:8](=[O:13])[C:7]2([O:16][CH3:17])[O:14][CH3:15].Br[CH2:19][CH2:20][CH2:21][CH3:22].[Cl-].[NH4+]. Given the product [I:3][C:4]1[CH:5]=[C:6]2[C:10](=[CH:11][CH:12]=1)[N:9]([CH2:19][CH2:20][CH2:21][CH3:22])[C:8](=[O:13])[C:7]2([O:16][CH3:17])[O:14][CH3:15], predict the reactants needed to synthesize it. (4) Given the product [Cl:22][C:6]1[C:7]([N:9]2[C:13](=[O:14])[NH:12][C:11]([C:15]3[CH:16]=[CH:17][C:18]([I:21])=[CH:19][CH:20]=3)=[N:10]2)=[CH:8][C:3]([CH2:2][NH:1][C:24](=[O:29])[C:25]([CH3:28])([CH3:27])[CH3:26])=[C:4]([F:23])[CH:5]=1, predict the reactants needed to synthesize it. The reactants are: [NH2:1][CH2:2][C:3]1[C:4]([F:23])=[CH:5][C:6]([Cl:22])=[C:7]([N:9]2[C:13](=[O:14])[NH:12][C:11]([C:15]3[CH:20]=[CH:19][C:18]([I:21])=[CH:17][CH:16]=3)=[N:10]2)[CH:8]=1.[C:24](Cl)(=[O:29])[C:25]([CH3:28])([CH3:27])[CH3:26].CCN(C(C)C)C(C)C.